Task: Regression. Given a target protein amino acid sequence and a drug SMILES string, predict the binding affinity score between them. We predict pIC50 (pIC50 = -log10(IC50 in M); higher means more potent). Dataset: bindingdb_ic50.. Dataset: Drug-target binding data from BindingDB using IC50 measurements (1) The compound is COc1ccc(C/C(=N/O)C(=O)O)cc1. The target protein (P56545) has sequence MALVDKHKVKRQRLDRICEGIRPQIMNGPLHPRPLVALLDGRDCTVEMPILKDLATVAFCDAQSTQEIHEKVLNEAVGAMMYHTITLTREDLEKFKALRVIVRIGSGYDNVDIKAAGELGIAVCNIPSAAVEETADSTICHILNLYRRNTWLYQALREGTRVQSVEQIREVASGAARIRGETLGLIGFGRTGQAVAVRAKAFGFSVIFYDPYLQDGIERSLGVQRVYTLQDLLYQSDCVSLHCNLNEHNHHLINDFTIKQMRQGAFLVNAARGGLVDEKALAQALKEGRIRGAALDVHESEPFSFAQGPLKDAPNLICTPHTAWYSEQASLEMREAAATEIRRAITGRIPESLRNCVNKEFFVTSAPWSVIDQQAIHPELNGATYRYPPGIVGVAPGGLPAAMEGIIPGGIPVTHNLPTVAHPSQAPSPNQPTKHGDNREHPNEQ. The pIC50 is 5.7. (2) The small molecule is Nc1ccc2c(c1)Oc1c(N3CCC(N4CCCCC4)CC3)c(F)cc3c(=O)c(C(=O)O)cn-2c13. The target protein sequence is MADPKTKGRGSGGNGSGRRLVIVESPTKARKLASYLGSGYIVESSRGHIRDLPRAASDVPAKYKSQPWARLGVNVDADFEPLYIISPEKRSTVSELRGLLKDVDELYLATDGDREGEAIAWHLLETLKPRIPVKRMVFHEITEPAIRAAAEHPRDLDIDLVDAQETRRILDRLYGYEVSPVLWKKVAPKLSAGRVQSVATRIIVARERDRMAFRSAAYWDILAKLDASVSDPDAAPPTFSARLTAVAGRRVATGRDFDSLGTLRKGDEVIVLDEGSATALAAGLDGTQLTVASAEEKPYARRPYPPFMTSTLQQEASRKLRFSAERTMSIAQRLYENGYITYMRTDSTTLSESAINAARTQARQLYGDEYVAPAPRQYTRKVKNAQEAHEAIRPAGETFATPDAVRRELDGPNIDDFRLYELIWQRTVASQMADARGMTLSLRITGMSGHQEVVFSATGRTLTFPGFLKAYVETVDELVGGEADDAERRLPHLTPGQRLD.... The pIC50 is 6.6.